Dataset: Peptide-MHC class II binding affinity with 134,281 pairs from IEDB. Task: Regression. Given a peptide amino acid sequence and an MHC pseudo amino acid sequence, predict their binding affinity value. This is MHC class II binding data. (1) The peptide sequence is KMIGGIGGFIKVRQYDQIAI. The MHC is H-2-IAd with pseudo-sequence H-2-IAd. The binding affinity (normalized) is 0.498. (2) The peptide sequence is SPAIFQSSMTKILEP. The MHC is DRB5_0101 with pseudo-sequence DRB5_0101. The binding affinity (normalized) is 0.399.